Dataset: Full USPTO retrosynthesis dataset with 1.9M reactions from patents (1976-2016). Task: Predict the reactants needed to synthesize the given product. (1) Given the product [CH3:1][O:2][C:3](=[O:25])[NH:4][C@@H:5]([C:21]([CH3:24])([CH3:23])[CH3:22])[C:6]([NH:8][C@H:9]([C@@H:17]1[CH2:18][O:20]1)[CH2:10][C:11]1[CH:16]=[CH:15][CH:14]=[CH:13][CH:12]=1)=[O:7], predict the reactants needed to synthesize it. The reactants are: [CH3:1][O:2][C:3](=[O:25])[NH:4][C@@H:5]([C:21]([CH3:24])([CH3:23])[CH3:22])[C:6]([NH:8][C@H:9]([C@@H:17]([OH:20])[CH2:18]Cl)[CH2:10][C:11]1[CH:16]=[CH:15][CH:14]=[CH:13][CH:12]=1)=[O:7]. (2) Given the product [CH3:20][O:21][C:22]([C:23]1[CH:24]=[C:25]([OH:27])[C:34]2[C:29](=[C:30]([O:37][CH2:38][C:39]3[CH:40]=[CH:41][CH:42]=[CH:43][CH:44]=3)[C:31]([Cl:36])=[CH:32][C:33]=2[Cl:35])[N:28]=1)=[O:45], predict the reactants needed to synthesize it. The reactants are: BrC1C=CC(NC(=CC([O-])=O)C(OC)=O)=C(OC)C=1.[CH3:20][O:21][C:22](=[O:45])[C:23]([NH:28][C:29]1[CH:34]=[C:33]([Cl:35])[CH:32]=[C:31]([Cl:36])[C:30]=1[O:37][CH2:38][C:39]1[CH:44]=[CH:43][CH:42]=[CH:41][CH:40]=1)=[CH:24][C:25]([O-:27])=O. (3) Given the product [CH2:1]([C:3]1[N:13]([CH2:14][C:15]2[CH:16]=[CH:17][C:18]([CH2:21][CH2:22][CH2:23][OH:24])=[CH:19][CH:20]=2)[C:6]2=[N:7][C:8]([CH3:12])=[CH:9][C:10]([CH3:11])=[C:5]2[N:4]=1)[CH3:2], predict the reactants needed to synthesize it. The reactants are: [CH2:1]([C:3]1[N:13]([CH2:14][C:15]2[CH:20]=[CH:19][C:18](/[CH:21]=[CH:22]/[CH2:23][OH:24])=[CH:17][CH:16]=2)[C:6]2=[N:7][C:8]([CH3:12])=[CH:9][C:10]([CH3:11])=[C:5]2[N:4]=1)[CH3:2].C([O-])=O.[NH4+].